From a dataset of Experimentally validated miRNA-target interactions with 360,000+ pairs, plus equal number of negative samples. Binary Classification. Given a miRNA mature sequence and a target amino acid sequence, predict their likelihood of interaction. (1) The miRNA is hsa-miR-4481 with sequence GGAGUGGGCUGGUGGUU. The protein sequence of the target gene is MEGAGENAPESSSSAPGSEESARDPQVPPPEEESGDCARSLEAVPKKLCGYLSKFGGKGPIRGWKSRWFFYDERKCQLYYSRTAQDANPLDSIDLSSAVFDCKADAEEGIFEIKTPSRVITLKAATKQAMLYWLQQLQMKRWEFHNSPPAPPATPDAALAGNGPVLHLELGQEEAELEEFLCPVKTPPGLVGVAAALQPFPALQNISLKHLGTEIQNTMHNIRGNKQAQGTGHEPPGEDSPQSGEPQREEQPLASDASTPGREPEDSPKPAPKPSLTISFAQKAKRQNNTFPFFSEGITR.... Result: 0 (no interaction). (2) The miRNA is hsa-miR-186-5p with sequence CAAAGAAUUCUCCUUUUGGGCU. The protein sequence of the target gene is MAAEALAAEAVASRLERQEEDIRWLWSEVERLRDEQLNAPYSCQAEGPCLTREVAQLRAENCDLRHRLCSLRLCLAEERSRQATLESAELEAAQEAGAQPPPSQSQDKDMKKKKMKESEADSEVKHQPIFIKERLKLFEILKKDHQLLLAIYGKKGDTSNIITVRVADGQTVQGEVWKTTPYQVAAEISQELAESTVIAKVNGELWDLDRPLEGDSSLELLTFDNEEAQAVYWHSSAHILGEAMELYYGGHLCYGPPIENGFYYDMFIEDRAVSSTELSALENICKAIIKEKQPFERLEV.... Result: 1 (interaction). (3) The miRNA is hsa-miR-18a-3p with sequence ACUGCCCUAAGUGCUCCUUCUGG. The protein sequence of the target gene is MAAGSGGSGGSGGGPGPGPGGGGGPSGSGSGPGSNGGLGSGGELHPRTGRLVSLSACGRTARRQQPGQEFNHGLVLSREPLRDGRVFTVRIDRKVNSWSGSIEIGVTALDPSVLDFPSSATGLKGGSWVVSGCSVLRDGRSVLEEYGQDLDQLGEGDRVGVERTVAGELRLWVNGRDCGVAATGLPPRVWAVVDLYGKCTQITVLPPEPGFSPPTPIPTPPLEPLAPTEDSALAEQGTSADEAFMVSPAQARPETFPNSLESHNDFANMELSEVVSNTILSAYNGGLLNVNLSSPPAGEG.... Result: 1 (interaction). (4) The miRNA is mmu-miR-17-5p with sequence CAAAGUGCUUACAGUGCAGGUAG. The protein sequence of the target gene is MPGRAGVARFCLLALALQLHWPLAACEPGWTTRGSQEGSPPLQHELIIPQWRTSESPGRGKHPLRAELRVMAEGRELILDLEKNEHLFAPAYTETCYTASGNPQTSTLKSEDHCFYHGTVRDVDESSVTLSTCRGIRGLIIVRSNLSYIIEPVPNSDSQHRIYRSEHLTLPPGNCGFEHSGPTSKDWALQFTHQTKKQPRRMKREDLHSMKYVELYLVADYAEFQKNRHDQDATKRKLMEIANYVDKFYRSLNIRIALVGLEVWTHGDKCEVSENPYSTLWSFLSWRRKLLAQKSHDNAQ.... Result: 1 (interaction). (5) The miRNA is mmu-miR-712-5p with sequence CUCCUUCACCCGGGCGGUACC. The protein sequence of the target gene is MNLAEICENAKKGREYALLGNYDSSMVYYQGVIQQIQRHCQSLRDPATKAKWQQVRQELLEEYEQVKSIVSTLESFKMDKPPDFPVSCRDEPFRDPAVWPPPVPAEHRAPPQIRRPNREVRPLRKDVGAGARGLVGRAHQISKSDKPASRDKDYRARGRDDKARKNVQDGASDSEIPKFDGAGYDKDLVEALERDIVSRNPSIHWDDIADLEEAKKLLREAVVLPMWMPDFFKGIRRPWKGVLMVGPPGTGKTMLAKAVATECGTTFFNVSSSTLTSKYRGESEKLVRLLFEMARFYAPT.... Result: 1 (interaction). (6) The protein sequence of the target gene is MGRQKELMNRCGEMLHIRYRLLRQALAECLGTLILVMFGCGSVAQVVLSRGTHGGFLTINLAFGFAVTLGILVAGQVSGAHLNPAVTFAMCFLAREPWIKLPIYALAQTLGAFLGAGIVFGLYYDAIWAFANNELFVSGPNGTAGIFATYPSGHLDMVNGFFDQFIGTAALIVCVLAIVDPYNNPVPRGLEAFTVGLVVLVIGTSMGFNSGYAVNPARDFGPRLFTALAGWGSEVFTTGRHWWWVPIVSPLLGSIAGVFVYQLMIGCHLEQPPPSTEEENVKLAHMKHKEQI. The miRNA is hsa-miR-518c-5p with sequence UCUCUGGAGGGAAGCACUUUCUG. Result: 0 (no interaction).